Task: Predict the reactants needed to synthesize the given product.. Dataset: Full USPTO retrosynthesis dataset with 1.9M reactions from patents (1976-2016) (1) Given the product [F:32][C:2]1([F:1])[CH2:7][CH2:6][N:5]([C:8]([C:10]2[N:11]([CH2:40][C:41]([F:44])([F:43])[F:42])[C:12]3[C:17]([CH:18]=2)=[CH:16][C:15]([C:19]([N:21]2[CH2:25][CH2:24][CH2:23][C@H:22]2[CH2:26][N:27]2[CH2:31][CH2:30][CH2:29][CH2:28]2)=[O:20])=[CH:14][CH:13]=3)=[O:9])[CH2:4][CH2:3]1, predict the reactants needed to synthesize it. The reactants are: [F:1][C:2]1([F:32])[CH2:7][CH2:6][N:5]([C:8]([C:10]2[NH:11][C:12]3[C:17]([CH:18]=2)=[CH:16][C:15]([C:19]([N:21]2[CH2:25][CH2:24][CH2:23][C@H:22]2[CH2:26][N:27]2[CH2:31][CH2:30][CH2:29][CH2:28]2)=[O:20])=[CH:14][CH:13]=3)=[O:9])[CH2:4][CH2:3]1.[H-].[Na+].CS(O[CH2:40][C:41]([F:44])([F:43])[F:42])(=O)=O. (2) Given the product [CH:1]1([C:6]2[CH:7]=[C:8]([NH:18][C:25]([C:22]3[NH:23][N:24]=[C:20]([CH3:19])[CH:21]=3)=[O:26])[CH:9]=[N:10][C:11]=2[O:12][CH2:13][C:14]([F:15])([F:16])[F:17])[CH2:2][CH2:3][CH2:4][CH2:5]1, predict the reactants needed to synthesize it. The reactants are: [CH:1]1([C:6]2[CH:7]=[C:8]([NH2:18])[CH:9]=[N:10][C:11]=2[O:12][CH2:13][C:14]([F:17])([F:16])[F:15])[CH2:5][CH2:4][CH2:3][CH2:2]1.[CH3:19][C:20]1[CH:21]=[C:22]([C:25](O)=[O:26])[NH:23][N:24]=1. (3) Given the product [C:36]([O:35][C:33](=[O:34])[NH:1][C:2]1[C:7]2[NH:8][C:9]([N:11]3[CH2:16][CH2:15][N:14]([C:17]4[C:18]([Cl:25])=[CH:19][C:20]([CH2:23][OH:24])=[CH:21][N:22]=4)[CH2:13][C@H:12]3[CH3:26])=[N:10][C:6]=2[CH:5]=[C:4]([C:27]([F:30])([F:29])[F:28])[CH:3]=1)([CH3:39])([CH3:38])[CH3:37], predict the reactants needed to synthesize it. The reactants are: [NH2:1][C:2]1[C:7]2[NH:8][C:9]([N:11]3[CH2:16][CH2:15][N:14]([C:17]4[N:22]=[CH:21][C:20]([CH2:23][OH:24])=[CH:19][C:18]=4[Cl:25])[CH2:13][C@H:12]3[CH3:26])=[N:10][C:6]=2[CH:5]=[C:4]([C:27]([F:30])([F:29])[F:28])[CH:3]=1.[OH-].[Na+].[C:33](O[C:33]([O:35][C:36]([CH3:39])([CH3:38])[CH3:37])=[O:34])([O:35][C:36]([CH3:39])([CH3:38])[CH3:37])=[O:34]. (4) Given the product [NH2:7][C:6]1[N:35]([C:25]2[C:24]([Cl:23])=[CH:29][C:28]([C:30]([F:31])([F:33])[F:32])=[CH:27][C:26]=2[Cl:34])[N:36]=[C:4]([O:3][CH2:1][CH3:2])[C:5]=1[C:8](=[O:19])[C:9]1[CH:14]=[CH:13][CH:12]=[C:11]([C:15]([F:17])([F:18])[F:16])[CH:10]=1, predict the reactants needed to synthesize it. The reactants are: [CH2:1]([O:3][C:4](OCC)=[C:5]([C:8](=[O:19])[C:9]1[CH:14]=[CH:13][CH:12]=[C:11]([C:15]([F:18])([F:17])[F:16])[CH:10]=1)[C:6]#[N:7])[CH3:2].[Cl:23][C:24]1[CH:29]=[C:28]([C:30]([F:33])([F:32])[F:31])[CH:27]=[C:26]([Cl:34])[C:25]=1[NH:35][NH2:36].Cl. (5) The reactants are: [C:1]([O:5][C:6](=[O:19])[NH:7][C:8]1[CH:13]=[CH:12][C:11]([C:14]([F:17])([F:16])[F:15])=[CH:10][C:9]=1[NH2:18])([CH3:4])([CH3:3])[CH3:2].C([O:24][C:25](=O)[CH2:26][C:27]([C:29]1[CH:34]=[CH:33][CH:32]=[C:31]([C:35]2[CH:36]=[N:37][C:38]([CH2:41][CH3:42])=[CH:39][CH:40]=2)[CH:30]=1)=[O:28])(C)(C)C. Given the product [C:1]([O:5][C:6](=[O:19])[NH:7][C:8]1[CH:13]=[CH:12][C:11]([C:14]([F:17])([F:16])[F:15])=[CH:10][C:9]=1[NH:18][C:25](=[O:24])[CH2:26][C:27]([C:29]1[CH:34]=[CH:33][CH:32]=[C:31]([C:35]2[CH:36]=[N:37][C:38]([CH2:41][CH3:42])=[CH:39][CH:40]=2)[CH:30]=1)=[O:28])([CH3:4])([CH3:2])[CH3:3], predict the reactants needed to synthesize it. (6) Given the product [CH:4]1([NH:5][C:6](=[O:22])[C:7]2[CH:12]=[CH:11][C:10]([CH3:40])=[C:9]([C:24]3[CH:39]=[CH:38][C:27]4[C:28]([CH2:31][C:32]([NH:34][CH2:35][CH2:36][OH:37])=[O:33])=[N:29][O:30][C:26]=4[CH:25]=3)[CH:8]=2)[CH2:1][CH2:3]1, predict the reactants needed to synthesize it. The reactants are: [CH:1]1([CH2:4][NH:5][C:6](=[O:22])[C:7]2[CH:12]=[CH:11][CH:10]=[C:9](B3OC(C)(C)C(C)(C)O3)[CH:8]=2)[CH2:3]C1.Br[C:24]1[CH:39]=[CH:38][C:27]2[C:28]([CH2:31][C:32]([NH:34][CH2:35][CH2:36][OH:37])=[O:33])=[N:29][O:30][C:26]=2[CH:25]=1.[C:40](=O)([O-])[O-].[Na+].[Na+]. (7) Given the product [I:5][C:6]1[CH:11]=[C:10]2[C:9]([CH:13]=[N:1][NH:12]2)=[CH:8][CH:7]=1, predict the reactants needed to synthesize it. The reactants are: [N:1]([O-])=O.[Na+].[I:5][C:6]1[CH:7]=[CH:8][C:9]([CH3:13])=[C:10]([NH2:12])[CH:11]=1. (8) Given the product [CH2:13]([O:11][C:6]1[C:3]([CH:4]=[O:5])=[C:2]([F:1])[C:9]([F:10])=[CH:8][CH:7]=1)[C:14]1[CH:19]=[CH:18][CH:17]=[CH:16][CH:15]=1, predict the reactants needed to synthesize it. The reactants are: [F:1][C:2]1[C:9]([F:10])=[CH:8][CH:7]=[C:6]([OH:11])[C:3]=1[CH:4]=[O:5].Br[CH2:13][C:14]1[CH:19]=[CH:18][CH:17]=[CH:16][CH:15]=1.C(=O)([O-])[O-].[K+].[K+]. (9) Given the product [Cl:1][C:2]1[CH:7]=[CH:6][C:5]([C:8]2[S:9][C:10]([C:24]([C:20]3[O:19][CH:23]=[CH:22][CH:21]=3)=[O:25])=[CH:11][C:12]=2[CH2:13][C:14]([NH:16][CH2:17][CH3:18])=[S:15])=[CH:4][CH:3]=1, predict the reactants needed to synthesize it. The reactants are: [Cl:1][C:2]1[CH:7]=[CH:6][C:5]([C:8]2[S:9][CH:10]=[CH:11][C:12]=2[CH2:13][C:14]([NH:16][CH2:17][CH3:18])=[S:15])=[CH:4][CH:3]=1.[O:19]1[CH:23]=[CH:22][CH:21]=[C:20]1[C:24](Cl)=[O:25].[Cl-].[Al+3].[Cl-].[Cl-].O. (10) Given the product [F:12][C:5]([F:13])([C:6]1[CH:7]=[CH:8][CH:9]=[CH:10][CH:11]=1)[CH2:4][OH:3], predict the reactants needed to synthesize it. The reactants are: C([O:3][C:4](=O)[C:5]([F:13])([F:12])[C:6]1[CH:11]=[CH:10][CH:9]=[CH:8][CH:7]=1)C.[BH4-].[Na+].Cl.